Dataset: Full USPTO retrosynthesis dataset with 1.9M reactions from patents (1976-2016). Task: Predict the reactants needed to synthesize the given product. Given the product [NH2:1][C@@H:4]1[CH2:9][CH2:8][O:7][C@@H:6]([C:10]2[CH:11]=[C:12]([CH:17]=[CH:18][CH:19]=2)[C:13]([O:15][CH3:16])=[O:14])[CH2:5]1, predict the reactants needed to synthesize it. The reactants are: [N:1]([C@@H:4]1[CH2:9][CH2:8][O:7][C@@H:6]([C:10]2[CH:11]=[C:12]([CH:17]=[CH:18][CH:19]=2)[C:13]([O:15][CH3:16])=[O:14])[CH2:5]1)=[N+]=[N-].CO.